Task: Predict the reactants needed to synthesize the given product.. Dataset: Full USPTO retrosynthesis dataset with 1.9M reactions from patents (1976-2016) (1) Given the product [ClH:44].[ClH:44].[CH2:1]([O:8][C:9]1[C:14]([C:15]2[CH:16]=[CH:17][C:18]([C:21]([F:23])([F:24])[F:22])=[CH:19][CH:20]=2)=[CH:13][C:12]([C@@H:25]2[CH2:27][C@H:26]2[NH:28][CH2:29][CH2:30][N:31]2[CH2:35][CH2:34][C@@H:33]([NH2:36])[CH2:32]2)=[CH:11][CH:10]=1)[C:2]1[CH:3]=[CH:4][CH:5]=[CH:6][CH:7]=1, predict the reactants needed to synthesize it. The reactants are: [CH2:1]([O:8][C:9]1[C:14]([C:15]2[CH:20]=[CH:19][C:18]([C:21]([F:24])([F:23])[F:22])=[CH:17][CH:16]=2)=[CH:13][C:12]([C@@H:25]2[CH2:27][C@H:26]2[NH:28][CH2:29][CH2:30][N:31]2[CH2:35][CH2:34][C@@H:33]([NH:36]C(=O)OC(C)(C)C)[CH2:32]2)=[CH:11][CH:10]=1)[C:2]1[CH:7]=[CH:6][CH:5]=[CH:4][CH:3]=1.[ClH:44]. (2) Given the product [C:3]([O:6][C:7]1[CH:8]=[C:9]2[C:13](=[CH:14][CH:15]=1)[N:12]([CH2:26][C:25]1[CH:28]=[CH:29][C:30]([Cl:31])=[C:23]([C:22]([F:33])([F:21])[F:32])[CH:24]=1)[C:11]([C:16]([O:18][CH2:19][CH3:20])=[O:17])=[CH:10]2)(=[O:5])[CH3:4], predict the reactants needed to synthesize it. The reactants are: [H-].[Na+].[C:3]([O:6][C:7]1[CH:8]=[C:9]2[C:13](=[CH:14][CH:15]=1)[NH:12][C:11]([C:16]([O:18][CH2:19][CH3:20])=[O:17])=[CH:10]2)(=[O:5])[CH3:4].[F:21][C:22]([F:33])([F:32])[C:23]1[CH:24]=[C:25]([CH:28]=[CH:29][C:30]=1[Cl:31])[CH2:26]Br. (3) Given the product [Cl:8][C:6]1[CH:5]=[N:4][C:3]2[C:9](=[O:10])[NH:11][CH:12]=[N:1][C:2]=2[CH:7]=1, predict the reactants needed to synthesize it. The reactants are: [NH2:1][C:2]1[C:3]([C:9]([NH2:11])=[O:10])=[N:4][CH:5]=[C:6]([Cl:8])[CH:7]=1.[CH:12](OCC)(OCC)OCC.